From a dataset of Reaction yield outcomes from USPTO patents with 853,638 reactions. Predict the reaction yield, written as a fraction of the theoretical maximum amount of product (1.0 means a 100% yield; for example, 0.34 means a 34% yield). (1) The reactants are [CH2:1]([Zn]CC)C.[Cl:6][C:7]1[C:15]2[N:14]=[C:13]3[N:16]([C:20]4[C:25]([CH3:26])=[CH:24][C:23]([Cl:27])=[CH:22][C:21]=4[Cl:28])[CH2:17][CH2:18][CH2:19][N:12]3[C:11]=2[C:10]([CH:29]([OH:33])[CH2:30][CH:31]=[CH2:32])=[CH:9][CH:8]=1. The catalyst is ClCCl.[Cl-].[NH4+]. The product is [Cl:6][C:7]1[C:15]2[N:14]=[C:13]3[N:16]([C:20]4[C:25]([CH3:26])=[CH:24][C:23]([Cl:27])=[CH:22][C:21]=4[Cl:28])[CH2:17][CH2:18][CH2:19][N:12]3[C:11]=2[C:10]([CH:29]([OH:33])[CH2:30][CH:31]2[CH2:1][CH2:32]2)=[CH:9][CH:8]=1. The yield is 0.230. (2) The product is [Cl:1][C:2]1[CH:3]=[CH:4][CH:5]=[C:6]2[C:7]=1[N:8]=[C:9]([C:13]1[CH:18]=[CH:17][CH:16]=[CH:15][C:14]=1[OH:19])[N:31]([CH2:23][CH2:24][C:25]1[CH:30]=[CH:29][CH:28]=[CH:27][CH:26]=1)[C:11]2=[O:12]. The yield is 0.600. The reactants are [Cl:1][C:2]1[C:7]2[N:8]=[C:9]([C:13]3[CH:18]=[CH:17][CH:16]=[CH:15][C:14]=3[O:19]C(=O)C)O[C:11](=[O:12])[C:6]=2[CH:5]=[CH:4][CH:3]=1.[CH2:23]([NH2:31])[CH2:24][C:25]1[CH:30]=[CH:29][CH:28]=[CH:27][CH:26]=1. No catalyst specified. (3) The reactants are [Cl:1][C:2]1[CH:7]=[C:6]([C:8]([F:11])([F:10])[F:9])[CH:5]=[C:4]([Cl:12])[C:3]=1[C:13]1[N:18]([CH2:19][C:20]2[CH:25]=[CH:24][C:23]([C:26]([CH3:29])([CH3:28])[CH3:27])=[CH:22][CH:21]=2)[C:17](=[O:30])[CH:16]=[C:15]([OH:31])[N:14]=1.[Cl-].C[Al+]C.CCCCCC.C(C1C=CC([CH2:50][NH2:51])=CC=1)(C)(C)C.ClC1C=C(C(F)(F)F)C=C(Cl)C=1C#N.C(OCC)(=O)[CH2:69][C:70]([O:72]CC)=[O:71].C[O-:80].[Na+].CO.[OH-].[Na+]. The catalyst is O.COCCO.C1(C)C=CC=CC=1. The product is [Cl:12][C:4]1[CH:5]=[C:6]([C:8]([F:10])([F:11])[F:9])[CH:7]=[C:2]([Cl:1])[C:3]=1[C:13]1[N:18]([CH2:19][C:20]2[CH:25]=[CH:24][C:23]([C:26]([CH3:28])([CH3:27])[CH3:29])=[CH:22][CH:21]=2)[C:17](=[O:30])[C:16]([C:50]([NH:51][CH2:69][C:70]([OH:72])=[O:71])=[O:80])=[C:15]([OH:31])[N:14]=1. The yield is 0.200. (4) The reactants are [NH2:1][C:2](=[O:36])[CH2:3][O:4][C:5]1[C:13]([C:14]2[CH:15]=[CH:16][C:17]3[O:21][C:20]([C:22]4[CH:27]=[CH:26][C:25]([F:28])=[CH:24][CH:23]=4)=[C:19]([C:29](=[O:32])[NH:30][CH3:31])[C:18]=3[CH:33]=2)=[CH:12][C:8]([C:9]([OH:11])=O)=[C:7]([O:34][CH3:35])[CH:6]=1.[N:37]1[CH:42]=[CH:41][CH:40]=[CH:39][C:38]=1[C:43]1([NH2:46])[CH2:45][CH2:44]1.CN(C(ON1N=NC2C=CC=NC1=2)=[N+](C)C)C.F[P-](F)(F)(F)(F)F. The catalyst is CN(C=O)C. The product is [NH2:1][C:2](=[O:36])[CH2:3][O:4][C:5]1[CH:6]=[C:7]([O:34][CH3:35])[C:8]([C:9](=[O:11])[NH:46][C:43]2([C:38]3[CH:39]=[CH:40][CH:41]=[CH:42][N:37]=3)[CH2:45][CH2:44]2)=[CH:12][C:13]=1[C:14]1[CH:15]=[CH:16][C:17]2[O:21][C:20]([C:22]3[CH:27]=[CH:26][C:25]([F:28])=[CH:24][CH:23]=3)=[C:19]([C:29]([NH:30][CH3:31])=[O:32])[C:18]=2[CH:33]=1. The yield is 0.870. (5) The product is [CH2:20]([N:10]1[CH2:11][C:5]2[CH:4]=[C:3]([O:2][CH3:1])[C:15]([N+:16]([O-:18])=[O:17])=[CH:14][C:6]=2[N:7]([CH3:13])[C:8](=[O:12])[CH2:9]1)[CH3:21]. The yield is 0.880. The catalyst is [I-].[Na+]. The reactants are [CH3:1][O:2][C:3]1[C:15]([N+:16]([O-:18])=[O:17])=[CH:14][C:6]2[N:7]([CH3:13])[C:8](=[O:12])[CH2:9][NH:10][CH2:11][C:5]=2[CH:4]=1.Br[CH2:20][C:21]#N.C(N(CC)C(C)C)(C)C.CN(C)C=O.